From a dataset of Reaction yield outcomes from USPTO patents with 853,638 reactions. Predict the reaction yield, written as a fraction of the theoretical maximum amount of product (1.0 means a 100% yield; for example, 0.34 means a 34% yield). The reactants are [Br:1][C:2]1[CH:6]=[C:5]([C:7](=[O:9])[CH3:8])[O:4][N:3]=1.[Br-:10].[Br-].[Br-].C1([N+](C)(C)C)C=CC=CC=1.C1([N+](C)(C)C)C=CC=CC=1.C1([N+](C)(C)C)C=CC=CC=1.O1CCCC1. The catalyst is O. The product is [Br:1][C:2]1[CH:6]=[C:5]([C:7](=[O:9])[CH2:8][Br:10])[O:4][N:3]=1. The yield is 0.400.